Dataset: Full USPTO retrosynthesis dataset with 1.9M reactions from patents (1976-2016). Task: Predict the reactants needed to synthesize the given product. (1) Given the product [CH3:18][N:14]1[CH:15]=[CH:16][N:17]=[C:13]1/[CH:12]=[CH:11]/[C:9]1[CH:8]=[CH:7][N:6]2[C:2]([C:31]3[CH:30]=[C:29]([NH:33][C:34]([NH:36][CH2:37][C:38]([F:39])([F:40])[F:41])=[O:35])[CH:28]=[CH:27][CH:32]=3)=[CH:3][N:4]=[C:5]2[CH:10]=1, predict the reactants needed to synthesize it. The reactants are: I[C:2]1[N:6]2[CH:7]=[CH:8][C:9](/[CH:11]=[CH:12]/[C:13]3[N:14]([CH3:18])[CH:15]=[CH:16][N:17]=3)=[CH:10][C:5]2=[N:4][CH:3]=1.CC1(C)C(C)(C)OB([C:27]2[CH:28]=[C:29]([NH:33][C:34]([NH:36][CH2:37][C:38]([F:41])([F:40])[F:39])=[O:35])[CH:30]=[CH:31][CH:32]=2)O1. (2) Given the product [NH2:31][C:15]1[N:14]=[C:13]2[C:18]([C:19]([NH:32][C:33]([CH3:37])([CH3:36])[CH2:34][OH:35])=[N:20][C:11]([S:10][CH2:9][C:3]3[CH:4]=[CH:5][CH:6]=[C:7]([F:8])[C:2]=3[F:1])=[N:12]2)=[N:17][CH:16]=1, predict the reactants needed to synthesize it. The reactants are: [F:1][C:2]1[C:7]([F:8])=[CH:6][CH:5]=[CH:4][C:3]=1[CH2:9][S:10][C:11]1[N:20]=[C:19](SCC2C=CC=C(F)C=2F)[C:18]2[C:13](=[N:14][C:15]([NH2:31])=[CH:16][N:17]=2)[N:12]=1.[NH2:32][C:33]([CH3:37])([CH3:36])[CH2:34][OH:35]. (3) Given the product [CH2:47]([O:46][C:45]1[CH:44]=[C:43]([N:23]([CH2:24][CH:25]2[CH2:30][CH2:29]2)[CH3:11])[N:42]=[N:41][C:40]=1[O:39][CH2:32][C:33]1[CH:38]=[CH:37][CH:36]=[CH:35][CH:34]=1)[C:48]1[CH:53]=[CH:52][CH:51]=[CH:50][CH:49]=1, predict the reactants needed to synthesize it. The reactants are: C(OC1C=[C:11]([NH:23][CH2:24][C:25]2[CH:30]=[CH:29]C(F)=CC=2)N=NC=1OCC1C=CC=CC=1)C1C=CC=CC=1.[CH2:32]([O:39][C:40]1[N:41]=[N:42][C:43](Cl)=[CH:44][C:45]=1[O:46][CH2:47][C:48]1[CH:53]=[CH:52][CH:51]=[CH:50][CH:49]=1)[C:33]1[CH:38]=[CH:37][CH:36]=[CH:35][CH:34]=1.C1(CNC)CC1. (4) Given the product [F:1][C:2]1[CH:3]=[C:4]([C@:8]([C@@H:16]2[CH2:21][CH2:20][CH2:19][N:18]([C:22]([NH:24][CH:25]([CH2:38][C:39]3([OH:45])[CH2:40][CH2:41][CH2:42][CH2:43][CH2:44]3)[CH2:26][NH:27][CH3:28])=[O:23])[CH2:17]2)([OH:15])[CH2:9][CH2:10][CH2:11][CH2:12][O:13][CH3:14])[CH:5]=[CH:6][CH:7]=1, predict the reactants needed to synthesize it. The reactants are: [F:1][C:2]1[CH:3]=[C:4]([C@:8]([C@@H:16]2[CH2:21][CH2:20][CH2:19][N:18]([C:22]([NH:24][CH:25]([CH2:38][C:39]3([OH:45])[CH2:44][CH2:43][CH2:42][CH2:41][CH2:40]3)[CH2:26][N:27](C)[C:28](OCC[Si](C)(C)C)=O)=[O:23])[CH2:17]2)([OH:15])[CH2:9][CH2:10][CH2:11][CH2:12][O:13][CH3:14])[CH:5]=[CH:6][CH:7]=1.[N+](CC)(CC)(CC)CC.[F-]. (5) Given the product [CH3:31][CH2:27][CH2:28][CH2:29][CH2:30][CH2:6][CH2:7][CH2:8][CH2:13][CH2:14][CH2:5][CH2:4][CH2:3][CH3:17], predict the reactants needed to synthesize it. The reactants are: OC[C:3]([CH3:17])(C)[CH2:4][C:5]1(O)[CH2:14][CH2:13][C:8]2(OCCO2)[CH2:7][CH2:6]1.[CH2:27](P([CH2:27][CH2:28][CH2:29][CH3:30])[CH2:27][CH2:28][CH2:29][CH3:30])[CH2:28][CH2:29][CH3:30].[CH3:31]N(C(/N=N/C(N(C)C)=O)=O)C. (6) The reactants are: [OH:1][C:2]1[CH:9]=[CH:8][C:5]([CH:6]=[O:7])=[CH:4][CH:3]=1.Br[CH2:11][CH2:12][CH3:13].C([O-])([O-])=O.[K+].[K+]. Given the product [CH2:11]([O:1][C:2]1[CH:9]=[CH:8][C:5]([CH:6]=[O:7])=[CH:4][CH:3]=1)[CH2:12][CH3:13], predict the reactants needed to synthesize it. (7) Given the product [CH2:65]1[CH:64]2[CH:31]3[C:32]([CH:68]=[O:74])([O:2][CH:63]2[CH2:62][CH:61]=[CH:67]1)[CH2:33][CH:34]=[CH:35][CH2:36]3, predict the reactants needed to synthesize it. The reactants are: S(C(C(C(C(F)(F)F)(F)F)(F)F)(F)F)([O-:2])(=[O:2])=[O:2].[C:31]1([S+]([C:31]2[CH:36]=[CH:35][CH:34]=[CH:33][CH:32]=2)[C:31]2[CH:36]=[CH:35][CH:34]=[CH:33][CH:32]=2)[CH:36]=[CH:35][CH:34]=[CH:33][CH:32]=1.[CH2:61](N(CCC[CH2:61][CH2:62][CH2:63][CH2:64][CH:65]([CH3:67])C)[CH2:61][CH2:62][CH2:63][CH2:64][CH2:65][CH2:67]CC(C)C)[CH2:62][CH2:63][CH2:64][CH2:65][CH2:67]CC(C)C.[C:68]1(=[O:74])CCCCC1. (8) Given the product [CH2:1]([C:8]1([CH3:25])[C:16]2[C:11](=[CH:12][CH:13]=[C:14]([C:17]3[CH:22]=[CH:21][CH:20]=[C:19]([Cl:23])[CH:18]=3)[CH:15]=2)[NH:10][C:9]1=[S:35])[C:2]1[CH:7]=[CH:6][CH:5]=[CH:4][CH:3]=1, predict the reactants needed to synthesize it. The reactants are: [CH2:1]([C:8]1([CH3:25])[C:16]2[C:11](=[CH:12][CH:13]=[C:14]([C:17]3[CH:22]=[CH:21][CH:20]=[C:19]([Cl:23])[CH:18]=3)[CH:15]=2)[NH:10][C:9]1=O)[C:2]1[CH:7]=[CH:6][CH:5]=[CH:4][CH:3]=1.COC1C=CC(P2(SP(C3C=CC(OC)=CC=3)(=S)S2)=[S:35])=CC=1. (9) Given the product [CH2:1]([Si:3]([CH2:4][C:5]1[N:10]2[CH:11]=[CH:12][C:13]([C:15]3[CH:20]=[CH:19][N:18]=[C:17]([NH:21][C:22]4[N:26]([CH3:27])[N:25]=[CH:24][CH:23]=4)[N:16]=3)=[CH:14][C:9]2=[N:8][N:7]=1)([CH3:29])[CH3:28])[CH3:2], predict the reactants needed to synthesize it. The reactants are: [CH2:1]([Si:3]([CH3:29])([CH3:28])[CH2:4][C:5]([NH:7]/[N:8]=[C:9]1\[NH:10][CH:11]=[CH:12][C:13]([C:15]2[CH:20]=[CH:19][N:18]=[C:17]([NH:21][C:22]3[N:26]([CH3:27])[N:25]=[CH:24][CH:23]=3)[N:16]=2)=[CH:14]\1)=O)[CH3:2].BrC(Cl)(Cl)C(Cl)(Cl)Br.C1C=CC(P(C2C=CC=CC=2)C2C=CC=CC=2)=CC=1.